The task is: Predict the product of the given reaction.. This data is from Forward reaction prediction with 1.9M reactions from USPTO patents (1976-2016). (1) Given the reactants [C:1]([N:4]1[C:13]2[C:8](=[CH:9][C:10]([C:14](O)=[O:15])=[CH:11][CH:12]=2)[C@H:7]([NH:17][C:18]2[CH:23]=[CH:22][CH:21]=[C:20]([CH3:24])[N:19]=2)[C@@H:6]([CH3:25])[C@@H:5]1[CH:26]1[CH2:28][CH2:27]1)(=[O:3])[CH3:2].CN(C(ON1N=N[C:39]2C=[CH:41][CH:42]=[N:43][C:38]1=2)=[N+](C)C)C.F[P-](F)(F)(F)(F)F.[O:53]1CCC(N)CC1.CCN(C(C)C)C(C)C, predict the reaction product. The product is: [CH:26]1([C@H:5]2[C@H:6]([CH3:25])[C@@H:7]([NH:17][C:18]3[CH:23]=[CH:22][CH:21]=[C:20]([CH3:24])[N:19]=3)[C:8]3[C:13](=[CH:12][CH:11]=[C:10]([C:14]([N:43]4[CH2:38][CH2:39][O:53][CH2:41][CH2:42]4)=[O:15])[CH:9]=3)[N:4]2[C:1](=[O:3])[CH3:2])[CH2:28][CH2:27]1. (2) Given the reactants [CH3:1][C:2]1([CH3:47])[C@H:5]([C:6]([N:8]2[CH2:13][CH2:12][O:11][CH2:10][CH2:9]2)=[O:7])[CH2:4][C@@H:3]1[NH:14][C:15]([C@:17]12[CH2:43][CH2:42][C@@H:41]([C:44]([CH3:46])=[CH2:45])[CH:18]1[C@@H:19]1[C@@:32]([CH3:35])([CH2:33][CH2:34]2)[C@@:31]2([CH3:36])[C@@H:22]([C@:23]3([CH3:40])[C@@H:28]([CH2:29][CH2:30]2)[C:27]([CH3:38])([CH3:37])[C@@H:26]([OH:39])[CH2:25][CH2:24]3)[CH2:21][CH2:20]1)=[O:16].[CH2:48]([Zn]CC)C.C1(C)C=CC=CC=1.ICI, predict the reaction product. The product is: [CH3:1][C:2]1([CH3:47])[C@H:5]([C:6]([N:8]2[CH2:13][CH2:12][O:11][CH2:10][CH2:9]2)=[O:7])[CH2:4][C@@H:3]1[NH:14][C:15]([C@:17]12[CH2:43][CH2:42][C@@H:41]([C:44]3([CH3:48])[CH2:46][CH2:45]3)[CH:18]1[C@@H:19]1[C@@:32]([CH3:35])([CH2:33][CH2:34]2)[C@@:31]2([CH3:36])[C@@H:22]([C@:23]3([CH3:40])[C@@H:28]([CH2:29][CH2:30]2)[C:27]([CH3:37])([CH3:38])[C@@H:26]([OH:39])[CH2:25][CH2:24]3)[CH2:21][CH2:20]1)=[O:16]. (3) The product is: [IH:30].[CH:23]([O:22][CH2:21][CH2:20][N:19]1[C:18]2[CH:26]=[CH:27][CH:28]=[CH:29][C:17]=2[N:16]=[C:15]1[N:11]1[CH2:12][CH2:13][CH2:14][NH:8][CH2:9][CH2:10]1)([CH3:25])[CH3:24]. Given the reactants C(OC([N:8]1[CH2:14][CH2:13][CH2:12][N:11]([C:15]2[N:19]([CH2:20][CH2:21][O:22][CH:23]([CH3:25])[CH3:24])[C:18]3[CH:26]=[CH:27][CH:28]=[CH:29][C:17]=3[N:16]=2)[CH2:10][CH2:9]1)=O)(C)(C)C.[IH:30].C(O)C, predict the reaction product.